Dataset: Forward reaction prediction with 1.9M reactions from USPTO patents (1976-2016). Task: Predict the product of the given reaction. (1) The product is: [F:1][C:2]([F:21])([F:20])[C:3]1[CH:8]=[CH:7][C:6]([C:9]2([NH2:26])[C:18]3[C:13](=[CH:14][CH:15]=[CH:16][CH:17]=3)[O:12][CH2:11][CH2:10]2)=[CH:5][CH:4]=1. Given the reactants [F:1][C:2]([F:21])([F:20])[C:3]1[CH:8]=[CH:7][C:6]([C:9]2(O)[C:18]3[C:13](=[CH:14][CH:15]=[CH:16][CH:17]=3)[O:12][CH2:11][CH2:10]2)=[CH:5][CH:4]=1.[Si]([N:26]=[N+]=[N-])(C)(C)C.B(F)(F)F.CCOCC, predict the reaction product. (2) Given the reactants Br[C:2]1[CH:41]=[CH:40][C:5]([CH2:6][CH:7]([NH:30][S:31]([C:34]2[CH:35]=[N:36][CH:37]=[CH:38][CH:39]=2)(=[O:33])=[O:32])[C:8]2[N:13]=[C:12]([N:14]([CH2:22][C:23]([O:25][C:26]([CH3:29])([CH3:28])[CH3:27])=[O:24])[C:15]([O:17][C:18]([CH3:21])([CH3:20])[CH3:19])=[O:16])[CH:11]=[CH:10][CH:9]=2)=[CH:4][CH:3]=1.[F:42][C:43]1[CH:48]=[CH:47][C:46](B(O)O)=[CH:45][CH:44]=1.P([O-])([O-])([O-])=O.[K+].[K+].[K+].C1(P(C2CCCCC2)C2CCCCC2)CCCCC1.[Cl-].[Na+], predict the reaction product. The product is: [C:18]([O:17][C:15]([N:14]([CH2:22][C:23]([O:25][C:26]([CH3:27])([CH3:29])[CH3:28])=[O:24])[C:12]1[CH:11]=[CH:10][CH:9]=[C:8]([CH:7]([CH2:6][C:5]2[CH:40]=[CH:41][C:2]([C:46]3[CH:47]=[CH:48][C:43]([F:42])=[CH:44][CH:45]=3)=[CH:3][CH:4]=2)[NH:30][S:31]([C:34]2[CH:35]=[N:36][CH:37]=[CH:38][CH:39]=2)(=[O:33])=[O:32])[N:13]=1)=[O:16])([CH3:21])([CH3:20])[CH3:19]. (3) Given the reactants C[N:2](C)[C:3](=[N:5][C:6](=[S:18])[C:7]([NH:10][C:11](=[O:17])[O:12][C:13]([CH3:16])([CH3:15])[CH3:14])([CH3:9])[CH3:8])[CH3:4].NOS(O)(=O)=O.N1C=CC=CC=1.CO, predict the reaction product. The product is: [CH3:4][C:3]1[N:5]=[C:6]([C:7]([NH:10][C:11](=[O:17])[O:12][C:13]([CH3:16])([CH3:15])[CH3:14])([CH3:9])[CH3:8])[S:18][N:2]=1. (4) Given the reactants [CH3:13][C:12]([O:11][C:9](O[C:9]([O:11][C:12]([CH3:15])([CH3:14])[CH3:13])=[O:10])=[O:10])([CH3:15])[CH3:14].[NH2:16][C@@:17]1([CH2:24][C:25]#[CH:26])[CH2:21][CH2:20][N:19]([CH3:22])[C:18]1=[O:23], predict the reaction product. The product is: [CH3:22][N:19]1[CH2:20][CH2:21][C@@:17]([NH:16][C:9](=[O:10])[O:11][C:12]([CH3:13])([CH3:14])[CH3:15])([CH2:24][C:25]#[CH:26])[C:18]1=[O:23]. (5) The product is: [N:1]1([C:4]2[CH:11]=[CH:10][CH:9]=[C:6]([C:7]#[N:8])[C:5]=2[C:12]#[N:13])[CH2:24][CH2:23][CH2:22][CH2:21]1. Given the reactants [N+:1]([C:4]1[CH:11]=[CH:10][CH:9]=[C:6]([C:7]#[N:8])[C:5]=1[C:12]#[N:13])([O-])=O.C(=O)([O-])[O-].[K+].[K+].N1[CH2:24][CH2:23][CH2:22][CH2:21]1, predict the reaction product. (6) Given the reactants [CH2:1]([C:4]1[CH:5]=[C:6]([CH:9]=[CH:10][CH:11]=1)[C:7]#[N:8])C=C.[CH3:12][N+]1([O-])CCOCC1.[CH3:20][OH:21].[OH2:22], predict the reaction product. The product is: [OH:21][CH:20]([CH2:12][OH:22])[CH2:1][C:4]1[CH:5]=[C:6]([CH:9]=[CH:10][CH:11]=1)[C:7]#[N:8].